Dataset: Reaction yield outcomes from USPTO patents with 853,638 reactions. Task: Predict the reaction yield, written as a fraction of the theoretical maximum amount of product (1.0 means a 100% yield; for example, 0.34 means a 34% yield). (1) The yield is 0.340. The catalyst is CO.[Cl-].[Zn+2].[Cl-].C(Cl)Cl.C(OCC)C.CO. The product is [Br:27][C:28]1[CH:29]=[C:30]([NH:36][C:37]2[CH:45]=[C:22]3[CH2:21][N:20]([CH:23]4[CH2:24][O:25][CH2:26]4)[CH2:19][CH2:18][N:17]3[N:38]=2)[C:31](=[O:35])[N:32]([CH3:34])[CH:33]=1. The reactants are BrC1C=C(NC2C=CC([N:17]3[CH2:22][CH2:21][N:20]([CH:23]4[CH2:26][O:25][CH2:24]4)[CH2:19][CH2:18]3)=CN=2)C(=O)N(C)C=1.[Br:27][C:28]1[CH:29]=[C:30]([NH:36][C:37]2[CH:45]=C3CNCCN3[N:38]=2)[C:31](=[O:35])[N:32]([CH3:34])[CH:33]=1.O1CC(=O)C1.C([BH3-])#N.[Na+]. (2) The reactants are [Cl:1][C:2]1[CH:3]=[C:4]([CH:7]=[CH:8][C:9]=1[CH3:10])[C:5]#[N:6].C1C(=O)N([Br:18])C(=O)C1. The catalyst is C(Cl)(Cl)(Cl)Cl.N(C(C)(C)C#N)=NC(C)(C)C#N. The product is [Br:18][CH2:10][C:9]1[CH:8]=[CH:7][C:4]([C:5]#[N:6])=[CH:3][C:2]=1[Cl:1]. The yield is 0.680. (3) The reactants are [CH2:1]([O:3][CH2:4][CH2:5][CH2:6][CH2:7][C@H:8]([C@@H:15]1[CH2:20][CH2:19][CH2:18][N:17]([C:21]([NH:23][C@@H:24]([CH2:35][CH:36]2[CH2:41][CH2:40][CH2:39][CH2:38][CH2:37]2)[CH2:25][N:26](C)[C:27](=O)OC(C)(C)C)=[O:22])[CH2:16]1)[C:9]1[CH:14]=[CH:13][CH:12]=[CH:11][CH:10]=1)[CH3:2]. The catalyst is Cl.O1CCOCC1. The product is [CH:36]1([CH2:35][C@H:24]([NH:23][C:21]([N:17]2[CH2:18][CH2:19][CH2:20][C@@H:15]([C@H:8]([C:9]3[CH:10]=[CH:11][CH:12]=[CH:13][CH:14]=3)[CH2:7][CH2:6][CH2:5][CH2:4][O:3][CH2:1][CH3:2])[CH2:16]2)=[O:22])[CH2:25][NH:26][CH3:27])[CH2:41][CH2:40][CH2:39][CH2:38][CH2:37]1. The yield is 0.910.